Dataset: Full USPTO retrosynthesis dataset with 1.9M reactions from patents (1976-2016). Task: Predict the reactants needed to synthesize the given product. (1) Given the product [ClH:39].[OH:6][C:7]1[CH:8]=[C:9]([CH:35]=[CH:36][C:37]=1[CH3:38])[NH:10][C:11]1[C:20]2[C:15](=[CH:16][C:17]([O:23][CH2:24][C:25]3[N:29]([CH3:30])[C:28]4[CH:31]=[CH:32][CH:33]=[CH:34][C:27]=4[N:26]=3)=[C:18]([O:21][CH3:22])[CH:19]=2)[N:14]=[CH:13][N:12]=1, predict the reactants needed to synthesize it. The reactants are: [OH-].[Na+].C([O:6][C:7]1[CH:8]=[C:9]([CH:35]=[CH:36][C:37]=1[CH3:38])[NH:10][C:11]1[C:20]2[C:15](=[CH:16][C:17]([O:23][CH2:24][C:25]3[N:29]([CH3:30])[C:28]4[CH:31]=[CH:32][CH:33]=[CH:34][C:27]=4[N:26]=3)=[C:18]([O:21][CH3:22])[CH:19]=2)[N:14]=[CH:13][N:12]=1)(=O)C.[ClH:39]. (2) Given the product [Br:32][CH2:33][C:34]1[CH:39]=[CH:38][N:37]=[C:36]2[N:8]([CH2:3][CH3:2])[CH:7]=[CH:6][C:35]=12, predict the reactants needed to synthesize it. The reactants are: O[CH2:2][C:3]1[N:8]=[CH:7][C:6](CC2C=C3C(=C4C=CC=CC=24)N=CN([C@H]2CCOC[C@@H]2O)C3=O)=CC=1.[Br:32][CH2:33][C:34]1[CH:39]=[CH:38][N:37]=[C:36](Cl)[CH:35]=1. (3) Given the product [CH:1]1([CH2:4][O:5][C:6]2[C:7]([F:16])=[CH:8][C:9]([C:12]([OH:14])=[O:13])=[N:10][CH:11]=2)[CH2:3][CH2:2]1, predict the reactants needed to synthesize it. The reactants are: [CH:1]1([CH2:4][O:5][C:6]2[C:7]([F:16])=[CH:8][C:9]([C:12]([O:14]C)=[O:13])=[N:10][CH:11]=2)[CH2:3][CH2:2]1.C1COCC1.[OH-].[Li+].Cl. (4) Given the product [O:3]1[CH2:4][CH2:5][O:1][CH:2]1[C:6]1[CH:11]=[CH:10][C:9]([O:12][C:16]2[N:17]=[CH:18][C:19]([C:22]#[N:23])=[N:20][CH:21]=2)=[C:8]([CH3:24])[CH:7]=1, predict the reactants needed to synthesize it. The reactants are: [O:1]1[CH2:5][CH2:4][O:3][CH:2]1[C:6]1[CH:11]=[CH:10][C:9]([OH:12])=[C:8](OC)[CH:7]=1.Cl[C:16]1[N:17]=[CH:18][C:19]([C:22]#[N:23])=[N:20][CH:21]=1.[C:24]([O-])([O-])=O.[K+].[K+]. (5) The reactants are: [NH2:1][CH:2]1[CH2:7][CH2:6][CH2:5][N:4]([C:8]2[N:13]=[CH:12][C:11]([NH:14][C:15]3[C:24]4[C:19](=[CH:20][CH:21]=[C:22]([C:25]5[CH:30]=[C:29]([F:31])[C:28]([OH:32])=[C:27]([Cl:33])[CH:26]=5)[CH:23]=4)[N:18]=[CH:17][C:16]=3[C:34]([CH:36]3[CH2:38][CH2:37]3)=[O:35])=[CH:10][CH:9]=2)[CH2:3]1.Cl. Given the product [ClH:33].[NH2:1][CH:2]1[CH2:7][CH2:6][CH2:5][N:4]([C:8]2[N:13]=[CH:12][C:11]([NH:14][C:15]3[C:24]4[C:19](=[CH:20][CH:21]=[C:22]([C:25]5[CH:30]=[C:29]([F:31])[C:28]([OH:32])=[C:27]([Cl:33])[CH:26]=5)[CH:23]=4)[N:18]=[CH:17][C:16]=3[C:34]([CH:36]3[CH2:38][CH2:37]3)=[O:35])=[CH:10][CH:9]=2)[CH2:3]1, predict the reactants needed to synthesize it. (6) Given the product [ClH:1].[CH3:50][C:3]1([CH3:2])[C:7](=[O:8])[N:6]([C@@H:9]([CH2:25][CH:26]([CH3:28])[CH3:27])[CH2:10][NH:11][C@H:12]([C:19]2[CH:20]=[CH:21][CH:22]=[CH:23][CH:24]=2)[CH2:13][C:14]([OH:16])=[O:15])[C:5](=[O:29])[N:4]1[CH2:30][C:31]1[CH:36]=[CH:35][C:34]([NH:37][C:38]([NH:40][C:41]2[CH:46]=[CH:45][CH:44]=[CH:43][C:42]=2[CH3:47])=[O:39])=[C:33]([O:48][CH3:49])[CH:32]=1, predict the reactants needed to synthesize it. The reactants are: [ClH:1].[CH3:2][C:3]1([CH3:50])[C:7](=[O:8])[N:6]([C@@H:9]([CH2:25][CH:26]([CH3:28])[CH3:27])[CH2:10][NH:11][C@H:12]([C:19]2[CH:24]=[CH:23][CH:22]=[CH:21][CH:20]=2)[CH2:13][C:14]([O:16]CC)=[O:15])[C:5](=[O:29])[N:4]1[CH2:30][C:31]1[CH:36]=[CH:35][C:34]([NH:37][C:38]([NH:40][C:41]2[CH:46]=[CH:45][CH:44]=[CH:43][C:42]=2[CH3:47])=[O:39])=[C:33]([O:48][CH3:49])[CH:32]=1. (7) The reactants are: C(OC(=O)[NH:7][CH:8]([C:13]([N:15]1[CH2:19][CH2:18][CH:17]2[N:20]([CH:33]3[CH2:37][CH2:36][CH2:35][CH2:34]3)[CH2:21][CH:22]([C:23]3[C:31]4[C:26](=[CH:27][C:28]([F:32])=[CH:29][CH:30]=4)[NH:25][CH:24]=3)[CH:16]12)=[O:14])[C:9]([CH3:12])([CH3:11])[CH3:10])(C)(C)C.C(O)(C(F)(F)F)=O. Given the product [NH2:7][CH:8]([C:9]([CH3:12])([CH3:11])[CH3:10])[C:13]([N:15]1[CH2:19][CH2:18][CH:17]2[N:20]([CH:33]3[CH2:34][CH2:35][CH2:36][CH2:37]3)[CH2:21][CH:22]([C:23]3[C:31]4[C:26](=[CH:27][C:28]([F:32])=[CH:29][CH:30]=4)[NH:25][CH:24]=3)[CH:16]12)=[O:14], predict the reactants needed to synthesize it. (8) Given the product [CH:10]1([C:6]2[C:3]3[C:4]([NH2:5])=[N:14][S:13](=[O:16])(=[O:18])[NH:1][C:2]=3[CH:9]=[CH:8][CH:7]=2)[CH2:11][CH2:12]1, predict the reactants needed to synthesize it. The reactants are: [NH2:1][C:2]1[CH:9]=[CH:8][CH:7]=[C:6]([CH:10]2[CH2:12][CH2:11]2)[C:3]=1[C:4]#[N:5].[S:13](Cl)(=[O:16])(=O)[NH2:14].[OH-:18].[Na+].Cl. (9) Given the product [NH2:8][C:6]1[CH:5]=[CH:4][C:3]([CH2:11][N:12]2[CH2:17][CH2:16][N:15]([C:18]([O:20][C:21]([CH3:23])([CH3:22])[CH3:24])=[O:19])[C@@H:14]([CH3:25])[CH2:13]2)=[C:2]([Cl:1])[CH:7]=1, predict the reactants needed to synthesize it. The reactants are: [Cl:1][C:2]1[CH:7]=[C:6]([N+:8]([O-])=O)[CH:5]=[CH:4][C:3]=1[CH2:11][N:12]1[CH2:17][CH2:16][N:15]([C:18]([O:20][C:21]([CH3:24])([CH3:23])[CH3:22])=[O:19])[C@@H:14]([CH3:25])[CH2:13]1.C(N(CC)CC)C. (10) Given the product [NH:2]([C:6]1[CH:15]=[C:14]2[C:9]([C:10]([CH2:17][C:18]3[CH:23]=[CH:22][N:21]=[CH:20][CH:19]=3)=[N:11][N:12]=[C:13]2[Cl:26])=[CH:8][CH:7]=1)[C:3]([CH3:5])=[O:4], predict the reactants needed to synthesize it. The reactants are: Cl.[NH:2]([C:6]1[CH:15]=[C:14]2[C:9]([C:10]([CH2:17][C:18]3[CH:23]=[CH:22][N:21]=[CH:20][CH:19]=3)=[N:11][N:12]=[C:13]2O)=[CH:8][CH:7]=1)[C:3]([CH3:5])=[O:4].O=P(Cl)(Cl)[Cl:26].C([O-])(O)=O.[Na+].